This data is from Catalyst prediction with 721,799 reactions and 888 catalyst types from USPTO. The task is: Predict which catalyst facilitates the given reaction. (1) Reactant: [Cl:1][C:2]1[CH:7]=[CH:6][C:5]([N+:8]([O-])=O)=[CH:4][C:3]=1[NH:11][C:12](=[O:20])[C:13]1[CH:18]=[CH:17][CH:16]=[C:15]([F:19])[CH:14]=1.O.O.[Sn](Cl)Cl.C(Cl)Cl. Product: [NH2:8][C:5]1[CH:6]=[CH:7][C:2]([Cl:1])=[C:3]([NH:11][C:12](=[O:20])[C:13]2[CH:18]=[CH:17][CH:16]=[C:15]([F:19])[CH:14]=2)[CH:4]=1. The catalyst class is: 8. (2) Reactant: C(OC([N:8]([CH:34]([CH3:36])[CH3:35])[C:9]1[S:10][C:11]([C:14]2[CH:15]=[C:16]([C:28]3[CH:33]=[CH:32][CH:31]=[CH:30][CH:29]=3)[C:17]3[N:18]([CH:20]=[C:21]([C:23]([O:25][CH2:26][CH3:27])=[O:24])[N:22]=3)[CH:19]=2)=[CH:12][N:13]=1)=O)(C)(C)C. Product: [CH:34]([NH:8][C:9]1[S:10][C:11]([C:14]2[CH:15]=[C:16]([C:28]3[CH:29]=[CH:30][CH:31]=[CH:32][CH:33]=3)[C:17]3[N:18]([CH:20]=[C:21]([C:23]([O:25][CH2:26][CH3:27])=[O:24])[N:22]=3)[CH:19]=2)=[CH:12][N:13]=1)([CH3:35])[CH3:36]. The catalyst class is: 67. (3) Reactant: C(OP([CH2:9][C:10]([O:12][CH2:13][CH3:14])=[O:11])(OCC)=O)C.[H-].[Na+].[Cl:17][C:18]1[CH:19]=[CH:20][C:21]2[N:22]([C:24]([CH:34]=O)=[C:25]([C:27]3[CH:32]=[CH:31][C:30]([Cl:33])=[CH:29][CH:28]=3)[N:26]=2)[CH:23]=1.O. The catalyst class is: 57. Product: [Cl:17][C:18]1[CH:19]=[CH:20][C:21]2[N:22]([C:24](/[CH:34]=[CH:9]/[C:10]([O:12][CH2:13][CH3:14])=[O:11])=[C:25]([C:27]3[CH:32]=[CH:31][C:30]([Cl:33])=[CH:29][CH:28]=3)[N:26]=2)[CH:23]=1. (4) Reactant: [NH2:1][C:2]1[CH:3]=[CH:4][C:5]([O:29][CH3:30])=[C:6]([CH:28]=1)[CH2:7][N:8]1[CH2:13][CH2:12][C:11](=[O:14])[CH:10]([CH:15]([C:22]2[CH:27]=[CH:26][CH:25]=[CH:24][CH:23]=2)[C:16]2[CH:21]=[CH:20][CH:19]=[CH:18][CH:17]=2)[CH2:9]1.[CH3:31][S:32](Cl)(=[O:34])=[O:33].O. Product: [CH:15]([CH:10]1[C:11](=[O:14])[CH2:12][CH2:13][N:8]([CH2:7][C:6]2[CH:28]=[C:2]([NH:1][S:32]([CH3:31])(=[O:34])=[O:33])[CH:3]=[CH:4][C:5]=2[O:29][CH3:30])[CH2:9]1)([C:22]1[CH:27]=[CH:26][CH:25]=[CH:24][CH:23]=1)[C:16]1[CH:21]=[CH:20][CH:19]=[CH:18][CH:17]=1. The catalyst class is: 17. (5) Reactant: Cl[C:2]([C:5]([O:7][CH2:8][CH3:9])=[O:6])=[CH:3][O-].[K+].S(=O)(=O)(O)O.[NH2:16][C:17]1[CH:22]=[C:21]([OH:23])[CH:20]=[CH:19][N:18]=1. The catalyst class is: 8. Product: [OH:23][C:21]1[CH:20]=[CH:19][N:18]2[C:2]([C:5]([O:7][CH2:8][CH3:9])=[O:6])=[CH:3][N:16]=[C:17]2[CH:22]=1. (6) Reactant: C(OC(=O)[NH:7][C:8]1[CH:13]=[CH:12][C:11]([C:14]([F:17])([F:16])[F:15])=[CH:10][C:9]=1[NH:18][C:19](=[O:35])[CH2:20][C:21](=O)[C:22]1[CH:27]=[CH:26][CH:25]=[C:24]([C:28]2[CH:29]=[N:30][CH:31]=[CH:32][CH:33]=2)[CH:23]=1)(C)(C)C.C(O)(C(F)(F)F)=O. Product: [N:30]1[CH:31]=[CH:32][CH:33]=[C:28]([C:24]2[CH:23]=[C:22]([C:21]3[CH2:20][C:19](=[O:35])[NH:18][C:9]4[CH:10]=[C:11]([C:14]([F:17])([F:16])[F:15])[CH:12]=[CH:13][C:8]=4[N:7]=3)[CH:27]=[CH:26][CH:25]=2)[CH:29]=1. The catalyst class is: 2.